This data is from Full USPTO retrosynthesis dataset with 1.9M reactions from patents (1976-2016). The task is: Predict the reactants needed to synthesize the given product. (1) Given the product [CH3:9][S:8][C:4]1[N:3]=[C:2]([C:18]#[C:17][C:19]2[CH:24]=[CH:23][CH:22]=[C:21]([N+:25]([O-:27])=[O:26])[CH:20]=2)[CH:7]=[CH:6][N:5]=1, predict the reactants needed to synthesize it. The reactants are: I[C:2]1[CH:7]=[CH:6][N:5]=[C:4]([S:8][CH3:9])[N:3]=1.C(NC(C)C)(C)C.[C:17]([C:19]1[CH:24]=[CH:23][CH:22]=[C:21]([N+:25]([O-:27])=[O:26])[CH:20]=1)#[CH:18]. (2) Given the product [C:1]([C:5]1[CH:10]=[CH:9][C:8]2[CH2:11][C:12]([CH3:13])=[N:25][N:26]=[C:15]([C:16]3[CH:21]=[CH:20][C:19]([Cl:22])=[CH:18][CH:17]=3)[C:7]=2[CH:6]=1)([CH3:4])([CH3:3])[CH3:2], predict the reactants needed to synthesize it. The reactants are: [C:1]([C:5]1[CH:10]=[CH:9][C:8]([CH2:11][C:12](=O)[CH3:13])=[C:7]([C:15](=O)[C:16]2[CH:21]=[CH:20][C:19]([Cl:22])=[CH:18][CH:17]=2)[CH:6]=1)([CH3:4])([CH3:3])[CH3:2].O.[NH2:25][NH2:26].O.[OH-].[Na+]. (3) Given the product [F:21][C:22]([F:27])([F:26])[C:23]([OH:25])=[O:24].[C:1]1([C:7]([C:15]2[CH:20]=[CH:19][CH:18]=[CH:17][CH:16]=2)=[C:9]2[CH2:10][CH2:11][NH:12][CH2:13][CH2:14]2)[CH:2]=[CH:3][CH:4]=[CH:5][CH:6]=1, predict the reactants needed to synthesize it. The reactants are: [C:1]1([C:7]([C:15]2[CH:20]=[CH:19][CH:18]=[CH:17][CH:16]=2)([CH:9]2[CH2:14][CH2:13][NH:12][CH2:11][CH2:10]2)O)[CH:6]=[CH:5][CH:4]=[CH:3][CH:2]=1.[F:21][C:22]([F:27])([F:26])[C:23]([OH:25])=[O:24]. (4) The reactants are: Cl[C:2]1[N:7]=[C:6]([NH:8][CH:9]2[CH2:14][CH2:13][N:12]([C:15]([O:17][C:18]([CH3:21])([CH3:20])[CH3:19])=[O:16])[CH2:11][CH:10]2[CH2:22][CH3:23])[C:5]([Cl:24])=[CH:4][N:3]=1.[CH3:25][N:26]1[C:30]([CH3:31])=[CH:29][C:28]([NH2:32])=[N:27]1.C1C=CC(P(C2C(C3C(P(C4C=CC=CC=4)C4C=CC=CC=4)=CC=C4C=3C=CC=C4)=C3C(C=CC=C3)=CC=2)C2C=CC=CC=2)=CC=1.C(=O)([O-])[O-].[Cs+].[Cs+].C(OC(N1CCC(NC2C=CN=C(NC3C=C(C)N(C)N=3)N=2)C(CC)C1)=O)(C)(C)C. Given the product [Cl:24][C:5]1[C:6]([NH:8][CH:9]2[CH2:14][CH2:13][N:12]([C:15]([O:17][C:18]([CH3:21])([CH3:20])[CH3:19])=[O:16])[CH2:11][CH:10]2[CH2:22][CH3:23])=[N:7][C:2]([NH:32][C:28]2[CH:29]=[C:30]([CH3:31])[N:26]([CH3:25])[N:27]=2)=[N:3][CH:4]=1, predict the reactants needed to synthesize it. (5) Given the product [CH:28]1([NH:33][C:4]2[C:5]3[N:6]=[CH:7][N:8]([C:9]=3[N:10]=[C:2]([Cl:1])[N:3]=2)[C@@H:11]2[O:23][C@H:22]([CH2:24][O:25][CH3:26])[C@@H:17]([OH:18])[C@H:12]2[OH:13])[CH2:32][CH2:31][CH2:30][CH2:29]1, predict the reactants needed to synthesize it. The reactants are: [Cl:1][C:2]1[N:10]=[C:9]2[C:5]([N:6]=[CH:7][N:8]2[C@@H:11]2[O:23][C@H:22]([CH2:24][O:25][CH3:26])[C@@H:17]([O:18]C(=O)C)[C@H:12]2[O:13]C(=O)C)=[C:4](Cl)[N:3]=1.[CH:28]1([NH2:33])[CH2:32][CH2:31][CH2:30][CH2:29]1. (6) Given the product [ClH:1].[Cl:1][C:2]1[CH:3]=[CH:4][C:5]([C:31]([O:33][CH2:34][CH3:35])=[O:32])=[C:6]([CH:30]=1)[O:7][C@H:8]1[CH2:17][CH2:16][C@@H:15]2[C@H:10]([CH2:11][C@@H:12]([C:25]([O:27][CH2:28][CH3:29])=[O:26])[NH:13][CH2:14]2)[CH2:9]1, predict the reactants needed to synthesize it. The reactants are: [Cl:1][C:2]1[CH:3]=[CH:4][C:5]([C:31]([O:33][CH2:34][CH3:35])=[O:32])=[C:6]([CH:30]=1)[O:7][C@H:8]1[CH2:17][CH2:16][C@@H:15]2[C@H:10]([CH2:11][C@@H:12]([C:25]([O:27][CH2:28][CH3:29])=[O:26])[N:13](C(OC(C)(C)C)=O)[CH2:14]2)[CH2:9]1.Cl. (7) Given the product [Br:1][C:2]1[C:11]2[C:6](=[CH:7][C:8]([CH2:12][Br:22])=[CH:9][CH:10]=2)[C:5](=[O:14])[N:4]([CH:15]([CH3:17])[CH3:16])[N:3]=1, predict the reactants needed to synthesize it. The reactants are: [Br:1][C:2]1[C:11]2[C:6](=[CH:7][C:8]([CH2:12]O)=[CH:9][CH:10]=2)[C:5](=[O:14])[N:4]([CH:15]([CH3:17])[CH3:16])[N:3]=1.C[Si]([Br:22])(C)C.[Li+].[Br-]. (8) Given the product [CH2:10]([N:3]1[CH2:8][CH2:7][O:6][CH2:5][C:4]1=[O:9])[C:11]1[CH:16]=[CH:15][CH:14]=[CH:13][CH:12]=1, predict the reactants needed to synthesize it. The reactants are: [H-].[Na+].[NH:3]1[CH2:8][CH2:7][O:6][CH2:5][C:4]1=[O:9].[CH2:10](Cl)[C:11]1[CH:16]=[CH:15][CH:14]=[CH:13][CH:12]=1.Cl. (9) Given the product [O:62]=[C:61]1[CH2:63][CH2:64][C:65](=[O:66])[N:60]1[O:43][C:42](=[O:44])[CH2:41][CH2:40][CH2:39][CH2:38][C:37]([NH:36][CH2:35][CH2:34][O:33][C@H:15]1[O:16][C@H:17]([CH2:20][O:21][C@H:22]2[O:30][C@H:29]([CH2:31][OH:32])[C@@H:27]([OH:28])[C@H:25]([OH:26])[C@@H:23]2[OH:24])[C@@H:18]([OH:19])[C@H:13]([O:12][C@H:1]2[O:9][C@H:8]([CH2:10][OH:11])[C@@H:6]([OH:7])[C@H:4]([OH:5])[C@@H:2]2[OH:3])[C@@H:14]1[OH:46])=[O:45], predict the reactants needed to synthesize it. The reactants are: [C@H:1]1([O:12][C@H:13]2[C@H:18]([OH:19])[C@@H:17]([CH2:20][O:21][C@H:22]3[O:30][C@H:29]([CH2:31][OH:32])[C@@H:27]([OH:28])[C@H:25]([OH:26])[C@@H:23]3[OH:24])[O:16][C@H:15]([O:33][CH2:34][CH2:35][NH:36][C:37](=[O:45])[CH2:38][CH2:39][CH2:40][CH2:41][C:42]([OH:44])=[O:43])[C@H:14]2[OH:46])[O:9][C@H:8]([CH2:10][OH:11])[C@@H:6]([OH:7])[C@H:4]([OH:5])[C@@H:2]1[OH:3].[B-](F)(F)(F)F.CN(C(O[N:60]1[C:65](=[O:66])[CH2:64][CH2:63][C:61]1=[O:62])=[N+](C)C)C.CCN(C(C)C)C(C)C.C(O)(C(F)(F)F)=O. (10) Given the product [ClH:19].[Br:1][C:2]1[CH:3]=[C:4]([NH2:11])[C:5]2[O:9][CH2:8][CH2:7][C:6]=2[CH:10]=1, predict the reactants needed to synthesize it. The reactants are: [Br:1][C:2]1[CH:3]=[C:4]([NH:11]C(=O)OC(C)(C)C)[C:5]2[O:9][CH2:8][CH2:7][C:6]=2[CH:10]=1.[ClH:19].C(OCC)(=O)C.